This data is from Forward reaction prediction with 1.9M reactions from USPTO patents (1976-2016). The task is: Predict the product of the given reaction. (1) Given the reactants [CH:1]([C:14]1[CH:19]=[CH:18][CH:17]=[C:16]([C:20]2[C:21]([O:32]CC3C=CC(F)=CC=3)=[C:22]([C:26]3[CH:31]=[CH:30][CH:29]=[CH:28][CH:27]=3)[CH:23]=[CH:24][CH:25]=2)[N:15]=1)([C:8]1[CH:13]=[CH:12][CH:11]=[CH:10][CH:9]=1)[C:2]1[CH:7]=[CH:6][CH:5]=[CH:4][CH:3]=1, predict the reaction product. The product is: [CH:1]([C:14]1[N:15]=[C:16]([C:20]2[CH:25]=[CH:24][CH:23]=[C:22]([C:26]3[CH:27]=[CH:28][CH:29]=[CH:30][CH:31]=3)[C:21]=2[OH:32])[CH:17]=[CH:18][CH:19]=1)([C:8]1[CH:9]=[CH:10][CH:11]=[CH:12][CH:13]=1)[C:2]1[CH:3]=[CH:4][CH:5]=[CH:6][CH:7]=1. (2) Given the reactants [F:1][C:2]([F:34])([F:33])[CH2:3][NH:4][C:5]([NH:7][C:8]1[CH:9]=[C:10]([C:14]2[N:18]3[N:19]=[CH:20][C:21]([C:23]4[CH:24]=[N:25][N:26]([CH:28]([CH3:32])[C:29](O)=[O:30])[CH:27]=4)=[CH:22][C:17]3=[N:16][CH:15]=2)[CH:11]=[CH:12][CH:13]=1)=[O:6].Cl.[NH:36]1[CH2:40][CH2:39][CH:38]([C:41]#[N:42])[CH2:37]1, predict the reaction product. The product is: [C:41]([CH:38]1[CH2:39][CH2:40][N:36]([C:29](=[O:30])[CH:28]([N:26]2[CH:27]=[C:23]([C:21]3[CH:20]=[N:19][N:18]4[C:14]([C:10]5[CH:9]=[C:8]([NH:7][C:5]([NH:4][CH2:3][C:2]([F:33])([F:1])[F:34])=[O:6])[CH:13]=[CH:12][CH:11]=5)=[CH:15][N:16]=[C:17]4[CH:22]=3)[CH:24]=[N:25]2)[CH3:32])[CH2:37]1)#[N:42]. (3) Given the reactants CO[C:3]1[CH:8]=[C:7]([OH:9])[C:6]([C:10]([C:12]2[CH:17]=[CH:16][CH:15]=[CH:14][CH:13]=2)=[O:11])=[CH:5][C:4]=1S(O)(=O)=O.I[CH3:23].[C:24](=[O:27])([O-])[O-].[K+].[K+], predict the reaction product. The product is: [CH3:24][O:27][C:8]1[C:7]([O:9][CH3:23])=[C:6]([CH:5]=[CH:4][CH:3]=1)[C:10]([C:12]1[CH:13]=[CH:14][CH:15]=[CH:16][CH:17]=1)=[O:11]. (4) The product is: [Cl:1][C:2]1[CH:3]=[C:4]([CH:25]=[CH:26][C:27]=1[F:28])[CH2:5][C:6]1[S:7][C:8]2[C:15]([C:16]3[CH:17]=[C:18]([CH:22]=[CH:23][CH:24]=3)[C:19]([NH:29][CH2:30][CH2:31][OH:32])=[O:20])=[CH:14][CH:13]=[CH:12][C:9]=2[C:10]=1[CH3:11]. Given the reactants [Cl:1][C:2]1[CH:3]=[C:4]([CH:25]=[CH:26][C:27]=1[F:28])[CH2:5][C:6]1[S:7][C:8]2[C:15]([C:16]3[CH:17]=[C:18]([CH:22]=[CH:23][CH:24]=3)[C:19](O)=[O:20])=[CH:14][CH:13]=[CH:12][C:9]=2[C:10]=1[CH3:11].[NH2:29][CH2:30][CH2:31][OH:32].CCN=C=NCCCN(C)C.C1C=CC2N(O)N=NC=2C=1, predict the reaction product. (5) Given the reactants [F:1][C:2]1[CH:3]=[C:4]([CH:10]([CH2:15][CH:16]2[CH2:21][CH2:20][O:19][CH2:18][CH2:17]2)[C:11](=[O:14])[CH:12]=[CH2:13])[CH:5]=[CH:6][C:7]=1[S:8][CH3:9].[N:22]1[CH:27]=[CH:26][CH:25]=[CH:24][C:23]=1[CH:28]=[O:29].C(N(CC)CC)C, predict the reaction product. The product is: [F:1][C:2]1[CH:3]=[C:4]([CH:10]([CH2:15][CH:16]2[CH2:21][CH2:20][O:19][CH2:18][CH2:17]2)[C:11](=[O:14])[CH2:12][CH2:13][C:28]([C:23]2[CH:24]=[CH:25][CH:26]=[CH:27][N:22]=2)=[O:29])[CH:5]=[CH:6][C:7]=1[S:8][CH3:9]. (6) Given the reactants [OH-].[Na+].C[O:4][C:5]([C:7]1[CH:8]=[C:9]([C:19]2[CH:24]=[CH:23][CH:22]=[CH:21][CH:20]=2)[CH:10]=[C:11]([C:13](=[O:18])[NH:14][CH2:15][CH2:16][CH3:17])[CH:12]=1)=[O:6], predict the reaction product. The product is: [CH2:15]([NH:14][C:13]([C:11]1[CH:12]=[C:7]([C:5]([OH:6])=[O:4])[CH:8]=[C:9]([C:19]2[CH:24]=[CH:23][CH:22]=[CH:21][CH:20]=2)[CH:10]=1)=[O:18])[CH2:16][CH3:17]. (7) Given the reactants [F:1][C:2]1([F:38])[O:6][C:5]2[CH:7]=[CH:8][C:9]([C:11]3([C:14]([NH:16][C@H:17]4[C:26]5[C:21](=[CH:22][CH:23]=[C:24]([CH3:27])[CH:25]=5)[O:20][C@@H:19]([C:28]5[CH:29]=[C:30]([CH:35]=[CH:36][CH:37]=5)[C:31]([O:33]C)=[O:32])[CH2:18]4)=[O:15])[CH2:13][CH2:12]3)=[CH:10][C:4]=2[O:3]1.[Li+].[OH-], predict the reaction product. The product is: [F:38][C:2]1([F:1])[O:6][C:5]2[CH:7]=[CH:8][C:9]([C:11]3([C:14]([NH:16][C@H:17]4[C:26]5[C:21](=[CH:22][CH:23]=[C:24]([CH3:27])[CH:25]=5)[O:20][C@@H:19]([C:28]5[CH:29]=[C:30]([CH:35]=[CH:36][CH:37]=5)[C:31]([OH:33])=[O:32])[CH2:18]4)=[O:15])[CH2:13][CH2:12]3)=[CH:10][C:4]=2[O:3]1. (8) Given the reactants [OH:1][C:2]1[CH:7]=[CH:6][C:5]([C:8](=[C:20]2[CH2:25][C:24]([CH3:27])([CH3:26])[CH2:23][C:22]([CH3:29])([CH3:28])[CH2:21]2)[C:9]2[CH:14]=[CH:13][C:12](/[CH:15]=[CH:16]/[C:17](O)=[O:18])=[CH:11][CH:10]=2)=[CH:4][CH:3]=1.C(Cl)(=O)C(Cl)=O.[NH3:36], predict the reaction product. The product is: [OH:1][C:2]1[CH:7]=[CH:6][C:5]([C:8](=[C:20]2[CH2:25][C:24]([CH3:27])([CH3:26])[CH2:23][C:22]([CH3:29])([CH3:28])[CH2:21]2)[C:9]2[CH:14]=[CH:13][C:12](/[CH:15]=[CH:16]/[C:17]([NH2:36])=[O:18])=[CH:11][CH:10]=2)=[CH:4][CH:3]=1. (9) Given the reactants Cl[C:2]1[N:7]=[C:6]([C:8]#[N:9])[CH:5]=[CH:4][CH:3]=1.[CH3:10][O:11][C:12]1[CH:17]=[CH:16][C:15](OB(O)O)=[CH:14][CH:13]=1.C(=O)([O-])[O-].[K+].[K+], predict the reaction product. The product is: [CH3:10][O:11][C:12]1[CH:17]=[CH:16][C:15]([C:2]2[N:7]=[C:6]([C:8]#[N:9])[CH:5]=[CH:4][CH:3]=2)=[CH:14][CH:13]=1.